This data is from Full USPTO retrosynthesis dataset with 1.9M reactions from patents (1976-2016). The task is: Predict the reactants needed to synthesize the given product. (1) Given the product [CH3:6][N:7]([CH2:8][C:9]1[N:10]([CH3:18])[C:11]2[C:16]([CH:17]=1)=[CH:15][CH:14]=[CH:13][CH:12]=2)[C:1](=[O:4])[CH:2]=[CH2:3], predict the reactants needed to synthesize it. The reactants are: [C:1](Cl)(=[O:4])[CH:2]=[CH2:3].[CH3:6][NH:7][CH2:8][C:9]1[N:10]([CH3:18])[C:11]2[C:16]([CH:17]=1)=[CH:15][CH:14]=[CH:13][CH:12]=2.C(N(CC)CC)C. (2) Given the product [N:1]1[CH:6]=[CH:5][C:4]([C@@H:7]2[O:8][CH:12]=[N:11][C@H:13]2[C:14]([N:16]2[CH2:20][CH:19]=[CH:18][CH2:17]2)=[O:15])=[CH:3][CH:2]=1, predict the reactants needed to synthesize it. The reactants are: [N:1]1[CH:6]=[CH:5][C:4]([CH:7]=[O:8])=[CH:3][CH:2]=1.[OH-].[K+].[N+:11]([CH2:13][C:14]([N:16]1[CH2:20][CH:19]=[CH:18][CH2:17]1)=[O:15])#[C-:12]. (3) Given the product [Br:3][C:4]1[CH:5]=[C:6]2[N:12]([CH3:14])[CH:11]=[CH:10][C:7]2=[N:8][CH:9]=1, predict the reactants needed to synthesize it. The reactants are: [H-].[Na+].[Br:3][C:4]1[CH:5]=[C:6]2[NH:12][CH:11]=[CH:10][C:7]2=[N:8][CH:9]=1.I[CH3:14]. (4) Given the product [NH:15]1[C:10]2[NH:11][CH2:12][CH2:13][S:14][CH2:8][C:9]=2[CH:17]=[N:16]1, predict the reactants needed to synthesize it. The reactants are: ClC1C=CC([CH:8]2[S:14][CH2:13][CH2:12][NH:11][C:10]3[N:15](C)[N:16]=[C:17](C4N(CC5C=CC(OC)=CC=5)N=CC=4)[C:9]2=3)=C(C)C=1.COC1C=CC(CN2C(C(OCC)=O)=CC=N2)=CC=1.CNN.C(O)(=O)CS.ClC1C=CC(C=O)=C(C)C=1.FC(F)(F)C(O)=O.[OH-].[Na+]. (5) Given the product [F:14][CH:2]([F:1])[C:3]1[C:4]([F:13])=[C:5]([CH:10]=[CH:11][N:12]=1)[C:6]([OH:8])=[O:7], predict the reactants needed to synthesize it. The reactants are: [F:1][CH:2]([F:14])[C:3]1[C:4]([F:13])=[C:5]([CH:10]=[CH:11][N:12]=1)[C:6]([O:8]C)=[O:7].O.[OH-].[Li+].C(O)(=O)CC(CC(O)=O)(C(O)=O)O. (6) Given the product [CH2:19]([C:8]1[CH:9]=[C:10]([N:13]2[CH2:17][CH2:16][CH2:15][C:14]2=[O:18])[CH:11]=[CH:12][C:7]=1[C:29]#[C:28][C@:30]1([OH:38])[CH:35]2[CH2:36][CH2:37][N:32]([CH2:33][CH2:34]2)[CH2:31]1)[C:20]1[CH:25]=[CH:24][CH:23]=[CH:22][CH:21]=1, predict the reactants needed to synthesize it. The reactants are: FC(F)(F)S(O[C:7]1[CH:12]=[CH:11][C:10]([N:13]2[CH2:17][CH2:16][CH2:15][C:14]2=[O:18])=[CH:9][C:8]=1[CH2:19][C:20]1[CH:25]=[CH:24][CH:23]=[CH:22][CH:21]=1)(=O)=O.[C:28]([C@:30]1([OH:38])[CH:35]2[CH2:36][CH2:37][N:32]([CH2:33][CH2:34]2)[CH2:31]1)#[CH:29].C(N(CC)CC)C.N.